From a dataset of Forward reaction prediction with 1.9M reactions from USPTO patents (1976-2016). Predict the product of the given reaction. (1) Given the reactants [C:1]1(=[O:30])[N:5]([CH2:6][CH2:7][C:8]2[C:9](=[O:24])[NH:10][C:11](=[O:23])[N:12]([C@@H:14]3[O:22][CH2:21][C@@H:19]([OH:20])[C@@H:17]([OH:18])[C@H:15]3[OH:16])[CH:13]=2)[C:4](=[O:25])[C:3]2=[CH:26][CH:27]=[CH:28][CH:29]=[C:2]12.[C:31](Cl)(=[O:38])[C:32]1[CH:37]=[CH:36][CH:35]=[CH:34][CH:33]=1.[Cl-].[NH4+], predict the reaction product. The product is: [C:31]([O:16][C@@H:15]1[C@H:17]([OH:18])[C@H:19]([OH:20])[CH2:21][O:22][C@H:14]1[N:12]1[CH:13]=[C:8]([CH2:7][CH2:6][N:5]2[C:4](=[O:25])[C:3]3=[CH:26][CH:27]=[CH:28][CH:29]=[C:2]3[C:1]2=[O:30])[C:9](=[O:24])[NH:10][C:11]1=[O:23])(=[O:38])[C:32]1[CH:37]=[CH:36][CH:35]=[CH:34][CH:33]=1. (2) The product is: [OH:1][CH2:2][C:3]([C@H:5]([C@@H:7]([C@@H:9]([CH2:11][OH:12])[OH:10])[OH:8])[OH:6])=[O:4].[O:1]=[CH:2][C@@H:3]([C@H:5]([C@@H:7]([C@@H:9]([CH2:11][OH:12])[OH:10])[OH:8])[OH:6])[OH:4]. Given the reactants [O:1]=[CH:2][C@@H:3]([C@H:5]([C@@H:7]([C@@H:9]([CH2:11][OH:12])[OH:10])[OH:8])[OH:6])[OH:4].B([O-])([O-])[O-].[Na+].[Na+].[Na+].B([O-])([O-])[O-], predict the reaction product. (3) Given the reactants [OH:1][C:2]1[C:10]([OH:11])=[CH:9][CH:8]=[CH:7][C:3]=1[C:4]([OH:6])=[O:5].[C:12]1(C)C=CC(S(O)(=O)=O)=CC=1.O, predict the reaction product. The product is: [OH:1][C:2]1[C:10]([OH:11])=[CH:9][CH:8]=[CH:7][C:3]=1[C:4]([O:6][CH3:12])=[O:5]. (4) The product is: [CH3:22][O:21][C:18]1[C:19]([O:31][CH3:30])=[CH:20][C:15]2[C:14]([C:13]3[CH:8]=[CH:9][C:10]([O:25][CH3:26])=[CH:11][CH:12]=3)=[C:6]3[C:4](=[O:5])[NH:29][CH2:28][CH2:27][N:7]3[C:16]=2[CH:17]=1. Given the reactants Cl.CO[C:4]([C:6]1[N:7]([CH2:27][CH2:28][NH2:29])[C:8]2[C:13]([C:14]=1[C:15]1[CH:20]=[CH:19][C:18]([O:21][CH3:22])=[CH:17][CH:16]=1)=[CH:12][C:11](OC)=[C:10]([O:25][CH3:26])[CH:9]=2)=[O:5].[C:30]([O-])([O-])=[O:31].[K+].[K+].C[Al](C)C, predict the reaction product. (5) Given the reactants [NH2:1][CH:2]([C:9]1[C:14]([O:15][CH3:16])=[CH:13][CH:12]=[CH:11][C:10]=1[O:17][CH3:18])[CH2:3][CH2:4][C:5]([O:7]C)=O.[N:19]1([C:25]2[CH:26]=[C:27]([CH:30]=[CH:31][CH:32]=2)[CH:28]=O)[CH2:24][CH2:23][CH2:22][CH2:21][CH2:20]1, predict the reaction product. The product is: [CH3:18][O:17][C:10]1[CH:11]=[CH:12][CH:13]=[C:14]([O:15][CH3:16])[C:9]=1[CH:2]1[N:1]([CH2:28][C:27]2[CH:30]=[CH:31][CH:32]=[C:25]([N:19]3[CH2:24][CH2:23][CH2:22][CH2:21][CH2:20]3)[CH:26]=2)[C:5](=[O:7])[CH2:4][CH2:3]1. (6) Given the reactants [Cl:1][C:2]1[N:7]=[C:6]([C:8]([O:10]C)=[O:9])[CH:5]=[C:4]([N:12]2[CH2:17][CH2:16][O:15][CH2:14][CH2:13]2)[CH:3]=1.[OH-].[Li+].C1COCC1, predict the reaction product. The product is: [Cl:1][C:2]1[N:7]=[C:6]([C:8]([OH:10])=[O:9])[CH:5]=[C:4]([N:12]2[CH2:17][CH2:16][O:15][CH2:14][CH2:13]2)[CH:3]=1.